This data is from Reaction yield outcomes from USPTO patents with 853,638 reactions. The task is: Predict the reaction yield, written as a fraction of the theoretical maximum amount of product (1.0 means a 100% yield; for example, 0.34 means a 34% yield). (1) The reactants are [Br:1][C:2]1[CH:14]=[CH:13][C:12]([C:15](=[O:17])[NH2:16])=[C:11]2[C:3]=1[C:4]1[CH:5]=[CH:6][C:7]([C:18]([O:20][CH2:21][CH3:22])=[O:19])=[CH:8][C:9]=1[NH:10]2.C1C(=O)N([Cl:30])C(=O)C1. The catalyst is C(Cl)(Cl)(Cl)Cl.CN(C=O)C. The product is [Br:1][C:2]1[C:14]([Cl:30])=[CH:13][C:12]([C:15](=[O:17])[NH2:16])=[C:11]2[C:3]=1[C:4]1[CH:5]=[CH:6][C:7]([C:18]([O:20][CH2:21][CH3:22])=[O:19])=[CH:8][C:9]=1[NH:10]2. The yield is 0.650. (2) The reactants are [Cl:1][C:2]1[CH:7]=[CH:6][C:5]([C:8]#[C:9][CH2:10][O:11][C:12]2[CH:17]=[CH:16][C:15]([S:18]([N:21]([CH2:23][C:24]([O:26]C(C)(C)C)=[O:25])[CH3:22])(=[O:20])=[O:19])=[CH:14][CH:13]=2)=[CH:4][CH:3]=1.[Li+].[OH-]. The catalyst is CO.C1COCC1. The product is [Cl:1][C:2]1[CH:7]=[CH:6][C:5]([C:8]#[C:9][CH2:10][O:11][C:12]2[CH:17]=[CH:16][C:15]([S:18]([N:21]([CH2:23][C:24]([OH:26])=[O:25])[CH3:22])(=[O:20])=[O:19])=[CH:14][CH:13]=2)=[CH:4][CH:3]=1. The yield is 0.890.